This data is from Retrosynthesis with 50K atom-mapped reactions and 10 reaction types from USPTO. The task is: Predict the reactants needed to synthesize the given product. (1) Given the product COC(=O)c1ccc2ccn(CCCNC(=O)C(C)(C)C)c(=O)c2c1, predict the reactants needed to synthesize it. The reactants are: CC(C)(C)C(=O)Cl.COC(=O)c1ccc2ccn(CCCN)c(=O)c2c1. (2) Given the product O=C(Cc1ccc(Oc2ccccc2)cc1)Nn1nc(N2CCOCC2)c2ccccc2c1=O, predict the reactants needed to synthesize it. The reactants are: Nn1nc(N2CCOCC2)c2ccccc2c1=O.O=C(O)Cc1ccc(Oc2ccccc2)cc1. (3) Given the product CC(C)(C)OC(=O)N1CCC(Nc2ncc(-c3ccc(F)cc3)o2)CC1, predict the reactants needed to synthesize it. The reactants are: CC(C)(C)OC(=O)N1CCC(N)CC1.Fc1ccc(-c2cnc(Cl)o2)cc1. (4) Given the product CC(C)(C)OC(=O)N(Cc1ccc(Cl)cc1)c1ccc(C=O)c(F)n1, predict the reactants needed to synthesize it. The reactants are: CC(C)(C)OC(=O)OC(=O)OC(C)(C)C.O=Cc1ccc(NCc2ccc(Cl)cc2)nc1F. (5) The reactants are: NC(Cc1ccc(CC(F)(F)C(F)(F)F)cc1)C(O)c1cccc(Cl)c1.O=C(O)c1cccc2c(Cl)cccc12. Given the product O=C(NC(Cc1ccc(CC(F)(F)C(F)(F)F)cc1)C(O)c1cccc(Cl)c1)c1cccc2c(Cl)cccc12, predict the reactants needed to synthesize it.